Predict the reactants needed to synthesize the given product. From a dataset of Full USPTO retrosynthesis dataset with 1.9M reactions from patents (1976-2016). (1) Given the product [OH:2][CH2:3][C@@H:4]([O:6][C:7]1[CH:8]=[C:9]([CH:26]=[C:27]([C:29](=[O:37])[NH:30][C:31]2[CH:35]=[CH:34][N:33]([CH3:36])[N:32]=2)[CH:28]=1)[O:10][C:11]1[CH:12]=[CH:13][C:14]([C:17]2[N:21]=[C:20]([C:22]([NH:24][CH3:25])=[O:23])[O:19][N:18]=2)=[N:15][CH:16]=1)[CH3:5], predict the reactants needed to synthesize it. The reactants are: C[O:2][CH2:3][C@@H:4]([O:6][C:7]1[CH:8]=[C:9]([CH:26]=[C:27]([C:29](=[O:37])[NH:30][C:31]2[CH:35]=[CH:34][N:33]([CH3:36])[N:32]=2)[CH:28]=1)[O:10][C:11]1[CH:12]=[CH:13][C:14]([C:17]2[N:21]=[C:20]([C:22]([NH:24][CH3:25])=[O:23])[O:19][N:18]=2)=[N:15][CH:16]=1)[CH3:5].I[Si](C)(C)C.C(=O)([O-])O.[Na+]. (2) Given the product [NH2:29][C:14]([CH:9]1[CH2:10][O:11][CH2:12][CH2:13][N:8]1[C:6]([O:5][C:2]([CH3:4])([CH3:3])[CH3:1])=[O:7])=[O:16], predict the reactants needed to synthesize it. The reactants are: [CH3:1][C:2]([O:5][C:6]([N:8]1[CH2:13][CH2:12][O:11][CH2:10][CH:9]1[C:14]([OH:16])=O)=[O:7])([CH3:4])[CH3:3].[Cl-].[NH4+].C(Cl)CCl.C1C=CC2N(O)N=[N:29]C=2C=1.CCN(C(C)C)C(C)C.C([O-])(O)=O.[Na+]. (3) Given the product [NH2:1][C:2](=[O:51])[CH2:3][CH2:4][CH2:5][N:6]1[CH:10]=[CH:9][N:8]=[C:7]1[CH2:11][S:12]([C:13]1[CH:18]=[CH:17][C:16]([NH:19][C:20]([C:22]2[CH2:23][CH2:24][N:25]([CH2:47][CH:48]([CH3:50])[CH3:49])[C:26]3[CH:32]=[CH:31][C:30]([C:33]4[CH:38]=[CH:37][C:36]([O:39][CH2:40][CH2:41][O:42][CH2:43][CH2:44][CH2:45][CH3:46])=[CH:35][CH:34]=4)=[CH:29][C:27]=3[CH:28]=2)=[O:21])=[CH:15][CH:14]=1)=[O:60], predict the reactants needed to synthesize it. The reactants are: [NH2:1][C:2](=[O:51])[CH2:3][CH2:4][CH2:5][N:6]1[CH:10]=[CH:9][N:8]=[C:7]1[CH2:11][S:12][C:13]1[CH:18]=[CH:17][C:16]([NH:19][C:20]([C:22]2[CH2:23][CH2:24][N:25]([CH2:47][CH:48]([CH3:50])[CH3:49])[C:26]3[CH:32]=[CH:31][C:30]([C:33]4[CH:38]=[CH:37][C:36]([O:39][CH2:40][CH2:41][O:42][CH2:43][CH2:44][CH2:45][CH3:46])=[CH:35][CH:34]=4)=[CH:29][C:27]=3[CH:28]=2)=[O:21])=[CH:15][CH:14]=1.ClC1C=CC=C(C(OO)=[O:60])C=1.S([O-])([O-])(=O)=S.[Na+].[Na+]. (4) Given the product [OH:8][C:9]1[C:10](=[O:16])[N:11]([CH3:15])[CH:12]=[CH:13][CH:14]=1, predict the reactants needed to synthesize it. The reactants are: C([O:8][C:9]1[C:10](=[O:16])[N:11]([CH3:15])[CH:12]=[CH:13][CH:14]=1)C1C=CC=CC=1.[H][H]. (5) Given the product [CH:1]1([CH2:7][N:8]2[C:12]([CH3:13])=[C:11]([S:14](=[O:20])(=[O:19])[NH:15][CH:16]3[CH2:17][CH2:18]3)[CH:10]=[C:9]2[C:21]([OH:23])=[O:22])[CH2:6][CH2:5][CH2:4][CH2:3][CH2:2]1, predict the reactants needed to synthesize it. The reactants are: [CH:1]1([CH2:7][N:8]2[C:12]([CH3:13])=[C:11]([S:14](=[O:20])(=[O:19])[NH:15][CH:16]3[CH2:18][CH2:17]3)[CH:10]=[C:9]2[C:21]([O:23]CC)=[O:22])[CH2:6][CH2:5][CH2:4][CH2:3][CH2:2]1.[Li+].[OH-]. (6) Given the product [CH2:23]1[C:24]2([CH2:28][CH2:27][CH2:26][N:25]2[C:12]([C:10]2[CH:9]=[CH:8][C:7]([N:15]3[CH2:18][C:17]([F:20])([F:19])[CH2:16]3)=[C:6]([O:5][CH2:4][CH:1]3[CH2:2][CH2:3]3)[N:11]=2)=[O:14])[CH2:21][CH2:22]1, predict the reactants needed to synthesize it. The reactants are: [CH:1]1([CH2:4][O:5][C:6]2[N:11]=[C:10]([C:12]([OH:14])=O)[CH:9]=[CH:8][C:7]=2[N:15]2[CH2:18][C:17]([F:20])([F:19])[CH2:16]2)[CH2:3][CH2:2]1.[CH2:21]1[C:24]2([CH2:28][CH2:27][CH2:26][NH:25]2)[CH2:23][CH2:22]1.CN(C(ON1N=NC2C=CC=CC1=2)=[N+](C)C)C.[B-](F)(F)(F)F.CCN(C(C)C)C(C)C.